This data is from NCI-60 drug combinations with 297,098 pairs across 59 cell lines. The task is: Regression. Given two drug SMILES strings and cell line genomic features, predict the synergy score measuring deviation from expected non-interaction effect. (1) Drug 1: C1=C(C(=O)NC(=O)N1)F. Drug 2: CC1CCC2CC(C(=CC=CC=CC(CC(C(=O)C(C(C(=CC(C(=O)CC(OC(=O)C3CCCCN3C(=O)C(=O)C1(O2)O)C(C)CC4CCC(C(C4)OC)OCCO)C)C)O)OC)C)C)C)OC. Cell line: OVCAR-5. Synergy scores: CSS=37.7, Synergy_ZIP=-6.41, Synergy_Bliss=-6.93, Synergy_Loewe=0.108, Synergy_HSA=0.659. (2) Drug 1: COC1=C2C(=CC3=C1OC=C3)C=CC(=O)O2. Drug 2: C1CNP(=O)(OC1)N(CCCl)CCCl. Cell line: NCI-H522. Synergy scores: CSS=1.10, Synergy_ZIP=-0.550, Synergy_Bliss=-1.08, Synergy_Loewe=0.537, Synergy_HSA=-1.39. (3) Drug 1: C1CN1C2=NC(=NC(=N2)N3CC3)N4CC4. Drug 2: CC1=C(N=C(N=C1N)C(CC(=O)N)NCC(C(=O)N)N)C(=O)NC(C(C2=CN=CN2)OC3C(C(C(C(O3)CO)O)O)OC4C(C(C(C(O4)CO)O)OC(=O)N)O)C(=O)NC(C)C(C(C)C(=O)NC(C(C)O)C(=O)NCCC5=NC(=CS5)C6=NC(=CS6)C(=O)NCCC[S+](C)C)O. Cell line: HCC-2998. Synergy scores: CSS=18.2, Synergy_ZIP=-3.54, Synergy_Bliss=-1.13, Synergy_Loewe=-4.49, Synergy_HSA=-2.93. (4) Drug 1: C1CCC(CC1)NC(=O)N(CCCl)N=O. Drug 2: C1C(C(OC1N2C=NC3=C2NC=NCC3O)CO)O. Cell line: HCC-2998. Synergy scores: CSS=1.94, Synergy_ZIP=-1.36, Synergy_Bliss=-0.576, Synergy_Loewe=-1.63, Synergy_HSA=-2.81. (5) Drug 1: C1=NC(=NC(=O)N1C2C(C(C(O2)CO)O)O)N. Drug 2: COCCOC1=C(C=C2C(=C1)C(=NC=N2)NC3=CC=CC(=C3)C#C)OCCOC.Cl. Cell line: OVCAR-4. Synergy scores: CSS=32.4, Synergy_ZIP=-8.48, Synergy_Bliss=-2.47, Synergy_Loewe=-7.91, Synergy_HSA=-1.12. (6) Drug 1: COC1=C2C(=CC3=C1OC=C3)C=CC(=O)O2. Drug 2: C1CCC(C(C1)N)N.C(=O)(C(=O)[O-])[O-].[Pt+4]. Cell line: HCT-15. Synergy scores: CSS=5.04, Synergy_ZIP=-7.10, Synergy_Bliss=-15.6, Synergy_Loewe=-39.1, Synergy_HSA=-19.7.